This data is from Catalyst prediction with 721,799 reactions and 888 catalyst types from USPTO. The task is: Predict which catalyst facilitates the given reaction. (1) Reactant: [C:1]([C:3]1[N:8]=[C:7]([C:9]2[CH:14]=[CH:13][CH:12]=[C:11]([C:15]([O:17]C)=[O:16])[N:10]=2)[CH:6]=[CH:5][CH:4]=1)#[N:2].[Li+].[OH-].Cl. Product: [C:1]([C:3]1[N:8]=[C:7]([C:9]2[CH:14]=[CH:13][CH:12]=[C:11]([C:15]([OH:17])=[O:16])[N:10]=2)[CH:6]=[CH:5][CH:4]=1)#[N:2]. The catalyst class is: 20. (2) Reactant: [C:1]([O:5][C:6]([N:8]1[CH2:13][CH2:12][NH:11][CH2:10][CH2:9]1)=[O:7])([CH3:4])([CH3:3])[CH3:2].C(O[C:17]1(O[Si](C)(C)C)[CH2:19][CH2:18]1)C.C(O)(=O)C.C([BH3-])#N.[Na+]. Product: [C:1]([O:5][C:6]([N:8]1[CH2:13][CH2:12][N:11]([CH:17]2[CH2:19][CH2:18]2)[CH2:10][CH2:9]1)=[O:7])([CH3:4])([CH3:2])[CH3:3]. The catalyst class is: 36. (3) Reactant: [I:1][C:2]1[CH:7]=[CH:6][C:5]([OH:8])=[CH:4][CH:3]=1.Br[CH2:10][CH2:11][CH2:12][Cl:13].C(=O)([O-])[O-].[K+].[K+]. Product: [Cl:13][CH2:12][CH2:11][CH2:10][O:8][C:5]1[CH:6]=[CH:7][C:2]([I:1])=[CH:3][CH:4]=1. The catalyst class is: 131. (4) Reactant: [CH:1]1([CH2:4][N:5]2[C:10]3[S:11][CH:12]=[C:13]([C:14]([O:16][CH2:17][CH3:18])=[O:15])[C:9]=3[C:8](=[O:19])[N:7]([CH3:20])[C:6]2=[O:21])[CH2:3][CH2:2]1.[F:22][C:23]([F:33])([F:32])[C:24]1[CH:31]=[CH:30][CH:29]=[CH:28][C:25]=1[CH:26]=O.C([N-]C(C)C)(C)C.[Li+].Cl. Product: [CH:1]1([CH2:4][N:5]2[C:10]3[S:11][C:12]([CH2:26][C:25]4[CH:28]=[CH:29][CH:30]=[CH:31][C:24]=4[C:23]([F:22])([F:32])[F:33])=[C:13]([C:14]([O:16][CH2:17][CH3:18])=[O:15])[C:9]=3[C:8](=[O:19])[N:7]([CH3:20])[C:6]2=[O:21])[CH2:3][CH2:2]1. The catalyst class is: 30. (5) Reactant: [CH:1]([O:4][C:5]([C:7]1[C:13]2[NH:14][C:15]3[CH:16]=[CH:17][CH:18]=[CH:19][C:20]=3[C:12]=2[C:11]([CH3:22])([CH3:21])[CH2:10][NH:9][CH:8]=1)=[O:6])([CH3:3])[CH3:2].C(N(CC)CC)C.[Cl:30][CH2:31][C:32]1[CH:40]=[CH:39][C:35]([C:36](Cl)=[O:37])=[CH:34][CH:33]=1. Product: [Cl:30][CH2:31][C:32]1[CH:40]=[CH:39][C:35]([C:36]([N:9]2[CH2:10][C:11]([CH3:22])([CH3:21])[C:12]3[C:20]4[CH:19]=[CH:18][CH:17]=[CH:16][C:15]=4[NH:14][C:13]=3[C:7]([C:5]([O:4][CH:1]([CH3:3])[CH3:2])=[O:6])=[CH:8]2)=[O:37])=[CH:34][CH:33]=1. The catalyst class is: 10. (6) Reactant: Cl[C:2]1[C:3]2[C:4](=[CH:15][N:16](CC3C=CC(OC)=CC=3)[N:17]=2)[N:5]=[C:6]([C:8]2[CH:13]=[CH:12][CH:11]=[CH:10][C:9]=2[F:14])[N:7]=1.[CH3:27][S:28]([C:31]1[CH:32]=[C:33]([CH:35]=[CH:36][CH:37]=1)[NH2:34])(=[O:30])=[O:29].Cl. Product: [F:14][C:9]1[CH:10]=[CH:11][CH:12]=[CH:13][C:8]=1[C:6]1[N:7]=[C:2]([NH:34][C:33]2[CH:35]=[CH:36][CH:37]=[C:31]([S:28]([CH3:27])(=[O:30])=[O:29])[CH:32]=2)[C:3]2[NH:17][N:16]=[CH:15][C:4]=2[N:5]=1. The catalyst class is: 71. (7) Reactant: [F:1][C:2]([F:20])([C:16]([F:19])([F:18])[F:17])[C:3]([F:15])([F:14])[C:4]([F:13])([F:12])[CH2:5][CH2:6][CH2:7][CH2:8][CH2:9][CH2:10]O.[BrH:21].S(=O)(=O)(O)O. Product: [Br:21][CH2:10][CH2:9][CH2:8][CH2:7][CH2:6][CH2:5][C:4]([F:13])([F:12])[C:3]([F:15])([F:14])[C:2]([F:20])([F:1])[C:16]([F:19])([F:18])[F:17]. The catalyst class is: 6.